The task is: Regression. Given a peptide amino acid sequence and an MHC pseudo amino acid sequence, predict their binding affinity value. This is MHC class II binding data.. This data is from Peptide-MHC class II binding affinity with 134,281 pairs from IEDB. (1) The MHC is DRB1_1302 with pseudo-sequence DRB1_1302. The binding affinity (normalized) is 0. The peptide sequence is FIFFLLLAGRSCSDG. (2) The peptide sequence is PRGGPGRSYAADAGY. The MHC is DRB1_0802 with pseudo-sequence DRB1_0802. The binding affinity (normalized) is 0. (3) The peptide sequence is EAGKESCFCYFDCSK. The MHC is DRB1_0701 with pseudo-sequence DRB1_0701. The binding affinity (normalized) is 0.0895. (4) The peptide sequence is AAGAATTAAGAASGA. The MHC is DRB1_1101 with pseudo-sequence DRB1_1101. The binding affinity (normalized) is 0.117. (5) The peptide sequence is KMIGGIGGFIKVRQYDQISI. The MHC is HLA-DPA10103-DPB10401 with pseudo-sequence HLA-DPA10103-DPB10401. The binding affinity (normalized) is 0.210.